This data is from Forward reaction prediction with 1.9M reactions from USPTO patents (1976-2016). The task is: Predict the product of the given reaction. (1) Given the reactants [ClH:1].[CH3:2][O:3][C:4]1[CH:9]=[CH:8][C:7]([NH:10][NH2:11])=[CH:6][CH:5]=1.C1(C)C=CC=CC=1.[Br:19][C:20]1[CH:27]=[CH:26][C:23]([CH2:24]Br)=[CH:22][CH:21]=1.CCN(CC)CC, predict the reaction product. The product is: [ClH:1].[Br:19][C:20]1[CH:27]=[CH:26][C:23]([CH2:24][N:10]([C:7]2[CH:8]=[CH:9][C:4]([O:3][CH3:2])=[CH:5][CH:6]=2)[NH2:11])=[CH:22][CH:21]=1. (2) Given the reactants [CH2:1](Br)[C:2]1[CH:7]=[CH:6][CH:5]=[CH:4][CH:3]=1.[CH2:9]([CH2:11][NH2:12])[OH:10], predict the reaction product. The product is: [CH2:1]([NH:12][CH2:11][CH2:9][OH:10])[C:2]1[CH:7]=[CH:6][CH:5]=[CH:4][CH:3]=1. (3) Given the reactants [CH2:1]([CH:4]([NH2:8])[CH2:5][CH:6]=[CH2:7])[CH:2]=[CH2:3].[Br:9][CH2:10][CH2:11][CH2:12][CH2:13][CH2:14][CH2:15][CH2:16][CH2:17][CH2:18][CH2:19][CH2:20][CH3:21].O1CCCC1, predict the reaction product. The product is: [Br-:9].[CH2:1]([CH:4]([NH2+:8][CH2:21][CH2:20][CH2:19][CH2:18][CH2:17][CH2:16][CH2:15][CH2:14][CH2:13][CH2:12][CH2:11][CH3:10])[CH2:5][CH:6]=[CH2:7])[CH:2]=[CH2:3]. (4) Given the reactants C([O:5][C:6](=[O:28])[CH2:7][CH2:8][N:9]1[CH2:14][CH2:13][O:12][CH:11]([C:15]2[CH:20]=[CH:19][C:18]([O:21][C:22]3[CH:27]=[CH:26][CH:25]=[CH:24][CH:23]=3)=[CH:17][CH:16]=2)[CH2:10]1)(C)(C)C.[ClH:29].O1CCOCC1, predict the reaction product. The product is: [ClH:29].[O:21]([C:18]1[CH:17]=[CH:16][C:15]([CH:11]2[O:12][CH2:13][CH2:14][N:9]([CH2:8][CH2:7][C:6]([OH:28])=[O:5])[CH2:10]2)=[CH:20][CH:19]=1)[C:22]1[CH:23]=[CH:24][CH:25]=[CH:26][CH:27]=1. (5) Given the reactants OCCCN1C=C(C2C=CC(NC3C(C(F)(F)F)=CN=C(NC4C=CC(CP(=O)(OCC)OCC)=CC=4OC)N=3)=C3C=2CN(C)C3=O)C=N1.[NH2:50][C:51]1[C:52]([C:66]([NH:68][CH3:69])=[O:67])=[N:53][C:54]([C:57]2[CH:58]=[N:59][N:60]([CH2:62][CH2:63][CH2:64][OH:65])[CH:61]=2)=[CH:55][CH:56]=1.C(OP1(=O)CC2C=CC(=CC=2)NC2=NC(=C(C(F)(F)F)C=N2)NC2C=CC(=NC=2C(NC)=O)C2=CN(N=C2)CCCCO1)C.Cl[C:115]1[C:120]([C:121]([F:124])([F:123])[F:122])=[CH:119][N:118]=[C:117]([NH:125][C:126]2[CH:140]=[CH:139][C:129]([CH2:130][P:131](=[O:138])([O:135][CH2:136][CH3:137])[O:132][CH2:133][CH3:134])=[CH:128][C:127]=2[F:141])[N:116]=1, predict the reaction product. The product is: [F:141][C:127]1[CH:128]=[C:129]([CH:139]=[CH:140][C:126]=1[NH:125][C:117]1[N:116]=[C:115]([NH:50][C:51]2[C:52]([C:66](=[O:67])[NH:68][CH3:69])=[N:53][C:54]([C:57]3[CH:58]=[N:59][N:60]([CH2:62][CH2:63][CH2:64][OH:65])[CH:61]=3)=[CH:55][CH:56]=2)[C:120]([C:121]([F:124])([F:122])[F:123])=[CH:119][N:118]=1)[CH2:130][P:131](=[O:138])([O:135][CH2:136][CH3:137])[O:132][CH2:133][CH3:134]. (6) Given the reactants [NH2:1][C:2]1[CH:3]=[CH:4][C:5]([F:17])=[C:6]([C@:8]2([CH3:16])[C@@H:13]([F:14])[CH2:12][O:11][C:10]([NH2:15])=[N:9]2)[CH:7]=1.[Cl:18][C:19]1[C:20]([C:24](O)=[O:25])=[N:21][NH:22][CH:23]=1, predict the reaction product. The product is: [NH2:15][C:10]1[O:11][CH2:12][C@H:13]([F:14])[C@:8]([C:6]2[CH:7]=[C:2]([NH:1][C:24]([C:20]3[C:19]([Cl:18])=[CH:23][NH:22][N:21]=3)=[O:25])[CH:3]=[CH:4][C:5]=2[F:17])([CH3:16])[N:9]=1.